Dataset: Catalyst prediction with 721,799 reactions and 888 catalyst types from USPTO. Task: Predict which catalyst facilitates the given reaction. (1) Product: [CH3:23][O:22][C:10]1[CH:9]=[CH:8][C:7]2[CH2:20][C@H:19]3[NH:2][CH2:3][CH2:4][C@:5]45[C@H:13]([C:14]([CH2:16][CH2:17][C@@:18]34[OH:21])=[O:15])[O:12][C:11]=1[C:6]=25. Reactant: C[N:2]1[C@@H:19]2[CH2:20][C:7]3[CH:8]=[CH:9][C:10]([O:22][CH3:23])=[C:11]4[O:12][C@H:13]5[C:14]([CH2:16][CH2:17][C@:18]2([OH:21])[C@:5]5([C:6]=34)[CH2:4][CH2:3]1)=[O:15].C([O-])([O-])=O.[Na+].[Na+].CC(Cl)OC(Cl)=O. The catalyst class is: 2. (2) Reactant: Cl[C:2]1[N:3]=[CH:4][C:5]2[CH:11]=[CH:10][C:9]([C:12]3[CH:13]=[N:14][N:15]([CH3:17])[CH:16]=3)=[N:8][C:6]=2[N:7]=1.[CH3:18][N:19]1[C:23]([C:24]2[CH:30]=[CH:29][C:27]([NH2:28])=[C:26]([O:31][CH3:32])[CH:25]=2)=[CH:22][N:21]=[C:20]1[CH3:33].C([O-])([O-])=O.[K+].[K+]. Product: [CH3:18][N:19]1[C:23]([C:24]2[CH:30]=[CH:29][C:27]([NH:28][C:2]3[N:3]=[CH:4][C:5]4[CH:11]=[CH:10][C:9]([C:12]5[CH:13]=[N:14][N:15]([CH3:17])[CH:16]=5)=[N:8][C:6]=4[N:7]=3)=[C:26]([O:31][CH3:32])[CH:25]=2)=[CH:22][N:21]=[C:20]1[CH3:33]. The catalyst class is: 416. (3) Reactant: [CH3:1][C:2]1[CH:3]=[CH:4][C:5]([N:8]2[C:16]3[C:11](=[CH:12][C:13]([N+:17]([O-])=O)=[CH:14][CH:15]=3)[CH:10]=[N:9]2)=[N:6][CH:7]=1.CC1C=CC(N2C=C3C(C=CC([N+]([O-])=O)=C3)=N2)=NC=1. Product: [CH3:1][C:2]1[CH:3]=[CH:4][C:5]([N:8]2[C:16]3[C:11](=[CH:12][C:13]([NH2:17])=[CH:14][CH:15]=3)[CH:10]=[N:9]2)=[N:6][CH:7]=1. The catalyst class is: 50. (4) Reactant: O[C:2]12[CH2:9][CH2:8][C:5]([C:10]([O:12][CH3:13])=[O:11])([CH2:6][CH2:7]1)[CH2:4][CH2:3]2.CO.ClC(F)C(F)([F:24])N(CC)CC. Product: [F:24][C:2]12[CH2:9][CH2:8][C:5]([C:10]([O:12][CH3:13])=[O:11])([CH2:6][CH2:7]1)[CH2:4][CH2:3]2. The catalyst class is: 22. (5) Reactant: C([O:3][C:4]([C@@H:6]1[C@@H:10]([CH2:11][CH2:12][C:13]2[CH:18]=[CH:17][CH:16]=[CH:15][CH:14]=2)[CH2:9][N:8]([C:19]([O:21][C:22]([CH3:25])([CH3:24])[CH3:23])=[O:20])[CH2:7]1)=[O:5])C.[Li+].[OH-]. Product: [C:22]([O:21][C:19]([N:8]1[CH2:9][C@H:10]([CH2:11][CH2:12][C:13]2[CH:18]=[CH:17][CH:16]=[CH:15][CH:14]=2)[C@@H:6]([C:4]([OH:5])=[O:3])[CH2:7]1)=[O:20])([CH3:25])([CH3:23])[CH3:24]. The catalyst class is: 5. (6) Reactant: [CH3:1][C:2]1[C:6]([CH2:7][N:8]2[CH:12]=[C:11]([N+:13]([O-])=O)[N:10]=[CH:9]2)=[C:5]([CH3:16])[O:4][N:3]=1.[H][H]. Product: [CH3:1][C:2]1[C:6]([CH2:7][N:8]2[CH:12]=[C:11]([NH2:13])[N:10]=[CH:9]2)=[C:5]([CH3:16])[O:4][N:3]=1. The catalyst class is: 43. (7) Reactant: N#N.Cl[CH2:4][C:5]1[O:9][C:8]([C:10]2([CH3:15])[O:14][CH2:13][CH2:12][O:11]2)=[CH:7][CH:6]=1.[C-:16]#[N:17].[Na+].O. Product: [CH3:15][C:10]1([C:8]2[O:9][C:5]([CH2:4][C:16]#[N:17])=[CH:6][CH:7]=2)[O:14][CH2:13][CH2:12][O:11]1. The catalyst class is: 16. (8) Reactant: [CH:1]1([NH:4][C:5]([C:7]2[CH:8]=[CH:9][C:10]([CH3:38])=[C:11]([N:13]3[C:22](=[O:23])[C:21]4[C:16](=[CH:17][CH:18]=[C:19]([O:24][CH:25]5[CH2:30][CH2:29][N:28](C(OC(C)(C)C)=O)[CH2:27][CH2:26]5)[CH:20]=4)[N:15]=[CH:14]3)[CH:12]=2)=[O:6])[CH2:3][CH2:2]1.CO. Product: [CH:1]1([NH:4][C:5](=[O:6])[C:7]2[CH:8]=[CH:9][C:10]([CH3:38])=[C:11]([N:13]3[C:22](=[O:23])[C:21]4[C:16](=[CH:17][CH:18]=[C:19]([O:24][CH:25]5[CH2:30][CH2:29][NH:28][CH2:27][CH2:26]5)[CH:20]=4)[N:15]=[CH:14]3)[CH:12]=2)[CH2:2][CH2:3]1. The catalyst class is: 89. (9) Reactant: [CH2:1]([O:3][C:4](=[O:31])[CH2:5][CH:6]1[O:10][B:9]([OH:11])[C:8]2[CH:12]=[C:13]([O:24]C3CCCCO3)[CH:14]=[C:15]([O:16][CH2:17][C:18]3[CH:23]=[CH:22][CH:21]=[CH:20][CH:19]=3)[C:7]1=2)[CH3:2].Cl. Product: [CH2:1]([O:3][C:4](=[O:31])[CH2:5][CH:6]1[O:10][B:9]([OH:11])[C:8]2[CH:12]=[C:13]([OH:24])[CH:14]=[C:15]([O:16][CH2:17][C:18]3[CH:23]=[CH:22][CH:21]=[CH:20][CH:19]=3)[C:7]1=2)[CH3:2]. The catalyst class is: 56.